This data is from Catalyst prediction with 721,799 reactions and 888 catalyst types from USPTO. The task is: Predict which catalyst facilitates the given reaction. (1) Reactant: [N:1]([O-])=O.[Na+].[F:5][C:6]1[CH:12]=[C:11]([CH3:13])[CH:10]=[CH:9][C:7]=1[NH2:8].[Sn](Cl)Cl. Product: [F:5][C:6]1[CH:12]=[C:11]([CH3:13])[CH:10]=[CH:9][C:7]=1[NH:8][NH2:1]. The catalyst class is: 223. (2) Reactant: [OH:1][C@@H:2]1[CH2:7][CH2:6][CH2:5][CH2:4][C@H:3]1[NH:8][C:9]1[S:10][C:11]2[CH:17]=[C:16]([CH2:18][N:19]3[C:23]4[CH:24]=[CH:25][C:26]([C:28]([OH:30])=O)=[CH:27][C:22]=4[N:21]=[CH:20]3)[CH:15]=[CH:14][C:12]=2[N:13]=1.CN.C[CH2:34][N:35](C(C)C)C(C)C.CN(C(ON1N=NC2C=CC=NC1=2)=[N+](C)C)C.F[P-](F)(F)(F)(F)F. Product: [OH:1][C@@H:2]1[CH2:7][CH2:6][CH2:5][CH2:4][C@H:3]1[NH:8][C:9]1[S:10][C:11]2[CH:17]=[C:16]([CH2:18][N:19]3[C:23]4[CH:24]=[CH:25][C:26]([C:28]([NH:35][CH3:34])=[O:30])=[CH:27][C:22]=4[N:21]=[CH:20]3)[CH:15]=[CH:14][C:12]=2[N:13]=1. The catalyst class is: 329. (3) Reactant: [Br:1][C:2]1[CH:3]=[C:4]2[C:8](=[CH:9][CH:10]=1)[C:7](=[O:11])[CH2:6][CH2:5]2.S(=O)(=O)(O)O.[N-:17]=[N+]=[N-].[Na+].C(OCC)(=O)C. Product: [Br:1][C:2]1[CH:3]=[C:4]2[C:8](=[CH:9][CH:10]=1)[C:7](=[O:11])[NH:17][CH2:6][CH2:5]2. The catalyst class is: 48. (4) Reactant: C[O:2][CH:3](OC)[C:4]1[CH:9]=[CH:8][C:7]([C:10]2[O:11][CH:12]=[N:13][N:14]=2)=[CH:6][CH:5]=1.C1(C)C=CC(S(O)(=O)=O)=CC=1. Product: [O:11]1[CH:12]=[N:13][N:14]=[C:10]1[C:7]1[CH:6]=[CH:5][C:4]([CH:3]=[O:2])=[CH:9][CH:8]=1. The catalyst class is: 30. (5) Reactant: [Br:1][C:2]1[N:15]=[C:5]2[C:6]([O:13][CH3:14])=[CH:7][C:8]([C:10]([OH:12])=O)=[CH:9][N:4]2[N:3]=1.[CH3:16][CH:17]1[CH2:22][NH:21][CH:20]([CH2:23][CH2:24][OH:25])[CH2:19][O:18]1.C(N(CC)C(C)C)(C)C.CN(C(ON1N=NC2C=CC=NC1=2)=[N+](C)C)C.F[P-](F)(F)(F)(F)F. Product: [Br:1][C:2]1[N:15]=[C:5]2[C:6]([O:13][CH3:14])=[CH:7][C:8]([C:10]([N:21]3[CH:20]([CH2:23][CH2:24][OH:25])[CH2:19][O:18][CH:17]([CH3:16])[CH2:22]3)=[O:12])=[CH:9][N:4]2[N:3]=1. The catalyst class is: 9. (6) Reactant: [N:1]1([C:7]([NH:9][C:10]2[CH:19]=[CH:18][CH:17]=[CH:16][C:11]=2[C:12]([O:14][CH3:15])=[O:13])=[O:8])[CH2:6][CH2:5][NH:4][CH2:3][CH2:2]1.Cl[C:21]1[CH:30]=[N:29][C:28]2[C:23](=[CH:24][CH:25]=[CH:26][CH:27]=2)[N:22]=1. Product: [N:22]1[C:23]2[C:28](=[CH:27][CH:26]=[CH:25][CH:24]=2)[N:29]=[CH:30][C:21]=1[N:4]1[CH2:5][CH2:6][N:1]([C:7]([NH:9][C:10]2[CH:19]=[CH:18][CH:17]=[CH:16][C:11]=2[C:12]([O:14][CH3:15])=[O:13])=[O:8])[CH2:2][CH2:3]1. The catalyst class is: 37. (7) Reactant: [Cl:1][C:2]1[C:7]2[O:8][CH2:9][CH2:10][CH2:11][O:12][C:6]=2[CH:5]=[C:4]([CH2:13][NH:14][CH2:15][CH:16]([CH3:18])[CH3:17])[CH:3]=1.[CH3:19][CH:20]([CH2:24][NH:25][C:26]([O:28][C:29]([CH3:32])([CH3:31])C)=[O:27])[C:21]([OH:23])=O.Cl.[CH2:34](N=C=NCCCN(C)C)C.CC1C=CN=C(N)C=1C. Product: [CH3:19][CH:20]([CH2:24][NH:25][C:26]([O:28][CH:29]([CH3:31])[CH2:32][CH3:34])=[O:27])[C:21]([N:14]([CH2:13][C:4]1[CH:3]=[C:2]([Cl:1])[C:7]2[O:8][CH2:9][CH2:10][CH2:11][O:12][C:6]=2[CH:5]=1)[CH2:15][CH:16]([CH3:18])[CH3:17])=[O:23]. The catalyst class is: 2. (8) Reactant: Cl.[CH:2]([C:4]1[CH:12]=[CH:11][CH:10]=[C:9]2[C:5]=1[CH2:6][N:7]([C:13]([O:15][C@@H:16]1[CH2:20][C@@H:19]([C:21]([O:23][CH3:24])=[O:22])[NH:18][CH2:17]1)=[O:14])[CH2:8]2)=[CH2:3].[CH3:25][C:26]([CH3:44])([CH2:40][CH2:41][CH:42]=[CH2:43])[CH2:27][O:28][C:29]([NH:31][C@H:32]([C:37](O)=[O:38])[C:33]([CH3:36])([CH3:35])[CH3:34])=[O:30].CCN(C(C)C)C(C)C.C(Cl)CCl.C1C=NC2N(O)N=NC=2C=1. Product: [CH3:25][C:26]([CH3:44])([CH2:40][CH2:41][CH:42]=[CH2:43])[CH2:27][O:28][C:29]([NH:31][C@H:32]([C:37]([N:18]1[CH2:17][C@H:16]([O:15][C:13]([N:7]2[CH2:6][C:5]3[C:9](=[CH:10][CH:11]=[CH:12][C:4]=3[CH:2]=[CH2:3])[CH2:8]2)=[O:14])[CH2:20][C@H:19]1[C:21]([O:23][CH3:24])=[O:22])=[O:38])[C:33]([CH3:34])([CH3:35])[CH3:36])=[O:30]. The catalyst class is: 215.